From a dataset of Forward reaction prediction with 1.9M reactions from USPTO patents (1976-2016). Predict the product of the given reaction. (1) Given the reactants [OH:1][C:2]1[CH:7]=[CH:6][C:5]([C:8]2[CH:12]=[C:11]([CH2:13][O:14][C:15](=[O:17])[NH2:16])[O:10][N:9]=2)=[CH:4][CH:3]=1.C(=O)([O-])[O-].[K+].[K+].Br[CH:25]([C:27]1[CH:32]=[CH:31][CH:30]=[CH:29][CH:28]=1)[CH3:26], predict the reaction product. The product is: [C:27]1([CH:25]([O:1][C:2]2[CH:3]=[CH:4][C:5]([C:8]3[CH:12]=[C:11]([CH2:13][O:14][C:15](=[O:17])[NH2:16])[O:10][N:9]=3)=[CH:6][CH:7]=2)[CH3:26])[CH:32]=[CH:31][CH:30]=[CH:29][CH:28]=1. (2) Given the reactants [Br:1][CH2:2][C:3]1[N:8]=[C:7]([N:9]2[CH2:14][CH2:13][O:12][CH2:11][CH2:10]2)[CH:6]=[C:5]([Cl:15])[N:4]=1.[C:16]1([P:22]([C:29]2[CH:34]=[CH:33][CH:32]=[CH:31][CH:30]=2)[C:23]2[CH:28]=[CH:27][CH:26]=[CH:25][CH:24]=2)[CH:21]=[CH:20][CH:19]=[CH:18][CH:17]=1, predict the reaction product. The product is: [Br-:1].[Cl:15][C:5]1[CH:6]=[C:7]([N:9]2[CH2:14][CH2:13][O:12][CH2:11][CH2:10]2)[N:8]=[C:3]([CH2:2][P+:22]([C:23]2[CH:24]=[CH:25][CH:26]=[CH:27][CH:28]=2)([C:29]2[CH:34]=[CH:33][CH:32]=[CH:31][CH:30]=2)[C:16]2[CH:17]=[CH:18][CH:19]=[CH:20][CH:21]=2)[N:4]=1. (3) Given the reactants [CH2:1]([O:8][C:9]1[CH:14]=[CH:13][C:12]([C:15]2[N:16]=[CH:17][NH:18][CH:19]=2)=[CH:11][CH:10]=1)[C:2]1[CH:7]=[CH:6][CH:5]=[CH:4][CH:3]=1.[H-].[Na+].Cl[C:23]([N:25]([CH3:39])[CH:26]1[CH2:31][CH2:30][N:29]([C:32]([O:34][C:35]([CH3:38])([CH3:37])[CH3:36])=[O:33])[CH2:28][CH2:27]1)=[O:24], predict the reaction product. The product is: [CH2:1]([O:8][C:9]1[CH:14]=[CH:13][C:12]([C:15]2[N:16]=[CH:17][N:18]([C:23]([N:25]([CH:26]3[CH2:31][CH2:30][N:29]([C:32]([O:34][C:35]([CH3:38])([CH3:37])[CH3:36])=[O:33])[CH2:28][CH2:27]3)[CH3:39])=[O:24])[CH:19]=2)=[CH:11][CH:10]=1)[C:2]1[CH:3]=[CH:4][CH:5]=[CH:6][CH:7]=1. (4) Given the reactants [Br:1][C:2]1[C:3]([F:12])=[C:4]2[C:10]([NH2:11])=[CH:9][NH:8][C:5]2=[N:6][CH:7]=1.[CH3:13][C:14]1[O:15][CH:16]=[C:17]([C:19](O)=[O:20])[N:18]=1.C(N(CC)CC)C.C1N(P(Cl)(N2C(=O)OCC2)=O)C(=O)OC1.[Li+].[OH-], predict the reaction product. The product is: [Br:1][C:2]1[C:3]([F:12])=[C:4]2[C:10]([NH:11][C:19]([C:17]3[N:18]=[C:14]([CH3:13])[O:15][CH:16]=3)=[O:20])=[CH:9][NH:8][C:5]2=[N:6][CH:7]=1. (5) Given the reactants [CH:1]1(/[C:5](/B2OCC(C)(C)CO2)=[C:6](/[C:23]2[CH:28]=[CH:27][C:26](/[CH:29]=[CH:30]/[C:31]([O:33][C:34]([CH3:37])([CH3:36])[CH3:35])=[O:32])=[CH:25][CH:24]=2)\[C:7]2[CH:8]=[C:9]3[C:13](=[CH:14][CH:15]=2)[N:12]([CH:16]2[CH2:21][CH2:20][CH2:19][CH2:18][O:17]2)[N:11]=[C:10]3[F:22])[CH2:4][CH2:3][CH2:2]1.Br[C:47]1[C:48]([CH3:55])=[CH:49][C:50]([O:53][CH3:54])=[N:51][CH:52]=1.[OH-].[K+], predict the reaction product. The product is: [CH:1]1(/[C:5](/[C:47]2[CH:52]=[N:51][C:50]([O:53][CH3:54])=[CH:49][C:48]=2[CH3:55])=[C:6](/[C:23]2[CH:24]=[CH:25][C:26](/[CH:29]=[CH:30]/[C:31]([O:33][C:34]([CH3:35])([CH3:37])[CH3:36])=[O:32])=[CH:27][CH:28]=2)\[C:7]2[CH:8]=[C:9]3[C:13](=[CH:14][CH:15]=2)[N:12]([CH:16]2[CH2:21][CH2:20][CH2:19][CH2:18][O:17]2)[N:11]=[C:10]3[F:22])[CH2:4][CH2:3][CH2:2]1. (6) Given the reactants [CH2:1]([N:8]1[CH2:12][C@@H:11]([CH3:13])[C@H:10]([C:14]([OH:16])=[O:15])[CH2:9]1)[C:2]1[CH:7]=[CH:6][CH:5]=[CH:4][CH:3]=1.OS(O)(=O)=O.[CH3:22]O, predict the reaction product. The product is: [CH3:22][O:15][C:14]([C@H:10]1[C@H:11]([CH3:13])[CH2:12][N:8]([CH2:1][C:2]2[CH:3]=[CH:4][CH:5]=[CH:6][CH:7]=2)[CH2:9]1)=[O:16]. (7) The product is: [Cl:1][C:2]1[CH:3]=[C:4]([N:8]([CH3:22])[S:9]([C:12]2[CH:13]=[C:14]3[C:18](=[CH:19][CH:20]=2)[NH:17][C:16](=[O:21])[C:15]3=[CH:33][C:32]2[NH:31][CH:30]=[C:29]3[C:24](=[O:23])[O:25][CH2:26][CH2:27][C:28]=23)(=[O:11])=[O:10])[CH:5]=[CH:6][CH:7]=1. Given the reactants [Cl:1][C:2]1[CH:3]=[C:4]([N:8]([CH3:22])[S:9]([C:12]2[CH:13]=[C:14]3[C:18](=[CH:19][CH:20]=2)[NH:17][C:16](=[O:21])[CH2:15]3)(=[O:11])=[O:10])[CH:5]=[CH:6][CH:7]=1.[O:23]=[C:24]1[C:29]2=[CH:30][NH:31][C:32]([CH:33]=O)=[C:28]2[CH2:27][CH2:26][O:25]1, predict the reaction product.